Predict the reactants needed to synthesize the given product. From a dataset of Full USPTO retrosynthesis dataset with 1.9M reactions from patents (1976-2016). (1) Given the product [Pd:48].[C:1]1([C:34]2[CH:35]=[CH:36][CH:37]=[CH:38][CH:39]=2)[CH:6]=[CH:5][C:4]([C:7]2[C:8]([CH3:33])=[N:9][N:10]([C:13]3[CH:14]=[C:15]([CH:30]=[CH:31][CH:32]=3)[O:16][C:17]3[CH:18]=[C:19]([CH:27]=[CH:28][CH:29]=3)[O:20][C:21]3[CH:26]=[CH:25][CH:24]=[CH:23][N:22]=3)[C:11]=2[CH3:12])=[CH:3][CH:2]=1, predict the reactants needed to synthesize it. The reactants are: [C:1]1([C:34]2[CH:39]=[CH:38][CH:37]=[CH:36][CH:35]=2)[CH:6]=[CH:5][C:4]([C:7]2[C:8]([CH3:33])=[N:9][N:10]([C:13]3[CH:14]=[C:15]([CH:30]=[CH:31][CH:32]=3)[O:16][C:17]3[CH:18]=[C:19]([CH:27]=[CH:28][CH:29]=3)[O:20][C:21]3[CH:26]=[CH:25][CH:24]=[CH:23][N:22]=3)[C:11]=2[CH3:12])=[CH:3][CH:2]=1.CC([O-])=O.CC([O-])=O.[Pd+2:48]. (2) Given the product [CH3:56][O:57][CH:58]1[CH2:62][CH2:61][CH2:60][CH2:59]1.[CH3:24][CH2:4][CH2:3][CH2:2][CH2:6][CH2:5][CH3:10], predict the reactants needed to synthesize it. The reactants are: O[C@H:2]1[C:6]2N=CN=[C:10](N3CCN(C(OC(C)(C)C)=O)CC3)[C:5]=2[C@H:4]([CH3:24])[CH2:3]1.Cl.CN1CCOCC1.C(OC(N(C(C)C)C[C@H](C1C=CC(Cl)=CC=1)C(O)=O)=O)(C)(C)C.[CH3:56][O:57][CH:58]1[CH2:62][CH2:61][CH2:60][CH2:59]1.[OH-].[Na+]. (3) Given the product [CH3:14][C:13]([CH3:16])([CH3:15])[C:12](=[O:17])[CH2:11][O:10][C:8]1[N:7]([C:18]2[CH:23]=[CH:22][CH:21]=[CH:20][C:19]=2[F:24])[N:6]=[C:5]([C:3]([OH:4])=[O:2])[CH:9]=1, predict the reactants needed to synthesize it. The reactants are: C[O:2][C:3]([C:5]1[CH:9]=[C:8]([O:10][CH2:11][C:12](=[O:17])[C:13]([CH3:16])([CH3:15])[CH3:14])[N:7]([C:18]2[CH:23]=[CH:22][CH:21]=[CH:20][C:19]=2[F:24])[N:6]=1)=[O:4].[OH-].[Li+].